This data is from Peptide-MHC class II binding affinity with 134,281 pairs from IEDB. The task is: Regression. Given a peptide amino acid sequence and an MHC pseudo amino acid sequence, predict their binding affinity value. This is MHC class II binding data. (1) The peptide sequence is GGFMTTAFQYIIDNKG. The MHC is HLA-DPA10201-DPB11401 with pseudo-sequence HLA-DPA10201-DPB11401. The binding affinity (normalized) is 0.293. (2) The peptide sequence is GELQIVDKIDTAFKI. The MHC is DRB1_0101 with pseudo-sequence DRB1_0101. The binding affinity (normalized) is 0.257.